Task: Predict which catalyst facilitates the given reaction.. Dataset: Catalyst prediction with 721,799 reactions and 888 catalyst types from USPTO (1) Reactant: [C:1]([NH:6][C:7]1[CH:12]=[C:11]([O:13][C:14]2[CH:19]=[CH:18][C:17]([NH:20][C:21](=[O:29])OC3C=CC=CC=3)=[CH:16][CH:15]=2)[CH:10]=[CH:9][N:8]=1)(=[O:5])[CH2:2][CH2:3][CH3:4].[CH:30]1([NH2:33])[CH2:32][CH2:31]1.C(N(CC)CC)C. Product: [C:1]([NH:6][C:7]1[CH:12]=[C:11]([O:13][C:14]2[CH:15]=[CH:16][C:17]([NH:20][C:21]([NH:33][CH:30]3[CH2:32][CH2:31]3)=[O:29])=[CH:18][CH:19]=2)[CH:10]=[CH:9][N:8]=1)(=[O:5])[CH2:2][CH2:3][CH3:4]. The catalyst class is: 7. (2) Reactant: [NH2:1][CH2:2][C@@H:3]1[C@H:8]([CH3:9])[CH2:7][CH2:6][CH2:5][N:4]1[C:10]([C:12]1[N:13]=[C:14]([CH3:24])[S:15][C:16]=1[C:17]1[CH:22]=[CH:21][C:20]([F:23])=[CH:19][CH:18]=1)=[O:11].F[C:26]1[CH:31]=[CH:30][C:29]([Cl:32])=[CH:28][N:27]=1.C([O-])([O-])=O.[K+].[K+]. Product: [Cl:32][C:29]1[CH:30]=[CH:31][C:26]([NH:1][CH2:2][C@@H:3]2[C@H:8]([CH3:9])[CH2:7][CH2:6][CH2:5][N:4]2[C:10]([C:12]2[N:13]=[C:14]([CH3:24])[S:15][C:16]=2[C:17]2[CH:18]=[CH:19][C:20]([F:23])=[CH:21][CH:22]=2)=[O:11])=[N:27][CH:28]=1. The catalyst class is: 44. (3) Reactant: [OH:1][C@H:2]1[C@@H:7]([CH2:8][C:9]2[CH:10]=[C:11]([CH:15]=[CH:16][CH:17]=2)[C:12]([NH2:14])=[O:13])[CH2:6][C@H:5]2[C@H:18]3[C@H:27]([CH2:28][CH2:29][C@:3]12[CH3:4])[C:26]1[C:21](=[CH:22][C:23]([CH2:30][CH2:31]I)=[CH:24][CH:25]=1)[CH2:20][CH2:19]3.CCCC[N+](CCCC)(CCCC)CCCC.[F-].O. Product: [CH:30]([C:23]1[CH:22]=[C:21]2[C:26](=[CH:25][CH:24]=1)[C@@H:27]1[C@H:18]([C@H:5]3[C@@:3]([CH2:29][CH2:28]1)([CH3:4])[C@@H:2]([OH:1])[C@@H:7]([CH2:8][C:9]1[CH:10]=[C:11]([CH:15]=[CH:16][CH:17]=1)[C:12]([NH2:14])=[O:13])[CH2:6]3)[CH2:19][CH2:20]2)=[CH2:31]. The catalyst class is: 12. (4) Reactant: BrC[C:3]1[C:4]2[CH2:5][C:6]3[C:15]4[C:10](=[CH:11][CH:12]=CC=4)[C:9](=O)N[C:7]=3[C:17]=2[CH:18]=[CH:19][CH:20]=1.[CH3:21][N:22]([CH:24]=[O:25])C. Product: [C:24]1(=[O:25])[C:15]2[C:10]([CH:11]=[CH:12][C:5]3[C:6]=2[CH:7]=[C:17]2[C:4]=3[CH:3]=[CH:20][CH:19]=[CH:18]2)=[CH:9][CH:21]=[N:22]1. The catalyst class is: 8. (5) Reactant: C([O-])(=O)C.C([O:8][C@H:9]1[CH2:26][CH2:25][C@@:24]2([CH3:27])[C:11](=[CH:12][CH2:13][C@@H:14]3[C@@H:23]2[CH2:22][CH2:21][C@@:19]2([CH3:20])[C@H:15]3[CH2:16][CH:17]=[C:18]2[N:28]2[C:32]3[CH:33]=[CH:34][CH:35]=[CH:36][C:31]=3[N:30]=[CH:29]2)[CH2:10]1)(=O)C.[OH-].[K+]. Product: [OH:8][C@H:9]1[CH2:26][CH2:25][C@@:24]2([CH3:27])[C:11](=[CH:12][CH2:13][C@@H:14]3[C@@H:23]2[CH2:22][CH2:21][C@@:19]2([CH3:20])[C@H:15]3[CH2:16][CH:17]=[C:18]2[N:28]2[C:32]3[CH:33]=[CH:34][CH:35]=[CH:36][C:31]=3[N:30]=[CH:29]2)[CH2:10]1. The catalyst class is: 5.